Dataset: Forward reaction prediction with 1.9M reactions from USPTO patents (1976-2016). Task: Predict the product of the given reaction. (1) Given the reactants [N:1]([CH:4]([C:8]1[CH:9]=[N:10][CH:11]=[CH:12][C:13]=1[C:14]([F:17])([F:16])[F:15])[CH:5]([CH3:7])[CH3:6])=[N+]=[N-].[CH3:18]P(C)C.C=O.[BH4-].[Na+].C(=O)([O-])O.[Na+], predict the reaction product. The product is: [CH3:18][NH:1][CH:4]([C:8]1[CH:9]=[N:10][CH:11]=[CH:12][C:13]=1[C:14]([F:17])([F:16])[F:15])[CH:5]([CH3:7])[CH3:6]. (2) Given the reactants [CH3:1][N:2]1[CH2:7][CH2:6][NH:5][CH2:4][CH2:3]1.[N+:8]([C:11]1[CH:16]=[CH:15][CH:14]=[CH:13][C:12]=1[S:17](Cl)(=[O:19])=[O:18])([O-])=O, predict the reaction product. The product is: [CH3:1][N:2]1[CH2:7][CH2:6][N:5]([S:17]([C:12]2[CH:13]=[CH:14][CH:15]=[CH:16][C:11]=2[NH2:8])(=[O:19])=[O:18])[CH2:4][CH2:3]1. (3) Given the reactants [CH:1]1([CH2:7][N:8]2[C:16]3[C:11](=[CH:12][CH:13]=[CH:14][C:15]=3[O:17][CH3:18])[C:10]([C:19](=[S:21])[NH2:20])=[CH:9]2)[CH2:6][CH2:5][CH2:4][CH2:3][CH2:2]1.[Cl:22][CH2:23][C:24]([CH2:26]Cl)=O, predict the reaction product. The product is: [Cl:22][CH2:23][C:24]1[N:20]=[C:19]([C:10]2[C:11]3[C:16](=[C:15]([O:17][CH3:18])[CH:14]=[CH:13][CH:12]=3)[N:8]([CH2:7][CH:1]3[CH2:2][CH2:3][CH2:4][CH2:5][CH2:6]3)[CH:9]=2)[S:21][CH:26]=1.